From a dataset of Full USPTO retrosynthesis dataset with 1.9M reactions from patents (1976-2016). Predict the reactants needed to synthesize the given product. (1) Given the product [N:103]([CH2:75][C:76]1([CH3:91])[CH2:80][C:79]2[CH:81]=[C:82]([Cl:90])[CH:83]=[C:84]([C:85]3[CH:89]=[CH:88][S:87][CH:86]=3)[C:78]=2[O:77]1)=[N+:104]=[N-:105], predict the reactants needed to synthesize it. The reactants are: CC1C=CC(S(OCC2(C)CC3C=C(Cl)C=C(OS(C(F)(F)F)(=O)=O)C=3O2)(=O)=O)=CC=1.S1C=CC(B(O)O)=C1.C(=O)([O-])[O-].[K+].[K+].C(C1C=CC=CC=1B1OC(C)(C)C(C)(C)O1)(C)C.CC1C=CC(S(O[CH2:75][C:76]2([CH3:91])[CH2:80][C:79]3[CH:81]=[C:82]([Cl:90])[CH:83]=[C:84]([C:85]4[CH:89]=[CH:88][S:87][CH:86]=4)[C:78]=3[O:77]2)(=O)=O)=CC=1.S(C1C=CC(C)=CC=1)([O-])(=O)=O.[N-:103]=[N+:104]=[N-:105].[Na+]. (2) Given the product [CH:27]1([CH:33]([OH:34])[C:23]#[C:22][C:21]([O:25][CH3:26])=[O:24])[CH2:32][CH2:31][CH2:30][CH2:29][CH2:28]1, predict the reactants needed to synthesize it. The reactants are: C([Li])CCC.C(NC(C)C)(C)C.[Li+].CC([N-]C(C)C)C.[C:21]([O:25][CH3:26])(=[O:24])[C:22]#[CH:23].[CH:27]1([CH:33]=[O:34])[CH2:32][CH2:31][CH2:30][CH2:29][CH2:28]1.